Task: Predict the product of the given reaction.. Dataset: Forward reaction prediction with 1.9M reactions from USPTO patents (1976-2016) (1) The product is: [CH2:14]([N:13]([CH2:16][CH3:17])[CH2:12][CH2:11][N:7]1[C:8]2[C:4](=[CH:3][C:2]([NH:1][S:30]([C:27]3[CH:26]=[CH:25][C:24]([C:18]4[CH:23]=[CH:22][CH:21]=[CH:20][CH:19]=4)=[CH:29][CH:28]=3)(=[O:32])=[O:31])=[CH:10][CH:9]=2)[CH:5]=[CH:6]1)[CH3:15]. Given the reactants [NH2:1][C:2]1[CH:3]=[C:4]2[C:8](=[CH:9][CH:10]=1)[N:7]([CH2:11][CH2:12][N:13]([CH2:16][CH3:17])[CH2:14][CH3:15])[CH:6]=[CH:5]2.[C:18]1([C:24]2[CH:29]=[CH:28][C:27]([S:30](Cl)(=[O:32])=[O:31])=[CH:26][CH:25]=2)[CH:23]=[CH:22][CH:21]=[CH:20][CH:19]=1, predict the reaction product. (2) Given the reactants [CH:1]([C:3]1([CH3:16])[CH2:8][CH2:7][CH2:6][N:5]([C:9]([O:11][C:12]([CH3:15])([CH3:14])[CH3:13])=[O:10])[CH2:4]1)=O.[C:17](=O)([O-])[O-].[K+].[K+].[N+](=C(P(=O)(OC)OC)C(=O)C)=[N-], predict the reaction product. The product is: [C:1]([C:3]1([CH3:16])[CH2:8][CH2:7][CH2:6][N:5]([C:9]([O:11][C:12]([CH3:15])([CH3:14])[CH3:13])=[O:10])[CH2:4]1)#[CH:17]. (3) Given the reactants Cl.[CH:2]1([C:5](=[O:33])[CH:6]([N:14]2[CH2:19][CH2:18][CH:17]([SH:20])/[C:16](=[CH:21]/[C:22]3[CH:26]=[CH:25][N:24]([CH2:27][C:28]([O:30][CH2:31][CH3:32])=[O:29])[N:23]=3)/[CH2:15]2)[C:7]2[CH:12]=[CH:11][CH:10]=[CH:9][C:8]=2[F:13])[CH2:4][CH2:3]1.[C:34]([Cl:37])(=[O:36])[CH3:35].C(N(CC)CC)C.Cl, predict the reaction product. The product is: [ClH:37].[C:34]([S:20][CH:17]1[CH2:18][CH2:19][N:14]([CH:6]([C:7]2[CH:12]=[CH:11][CH:10]=[CH:9][C:8]=2[F:13])[C:5]([CH:2]2[CH2:4][CH2:3]2)=[O:33])[CH2:15]/[C:16]/1=[CH:21]\[C:22]1[CH:26]=[CH:25][N:24]([CH2:27][C:28]([O:30][CH2:31][CH3:32])=[O:29])[N:23]=1)(=[O:36])[CH3:35]. (4) Given the reactants [CH:1]1([N:4]2[CH2:9][CH2:8][N:7](C(=O)C(F)(F)F)[CH2:6][CH2:5]2)[CH2:3][CH2:2]1.[ClH:16].CC(O)C, predict the reaction product. The product is: [ClH:16].[ClH:16].[CH:1]1([N:4]2[CH2:9][CH2:8][NH:7][CH2:6][CH2:5]2)[CH2:3][CH2:2]1. (5) Given the reactants [F:1][C:2]1[CH:7]=[C:6]([O:8]C)[C:5]([F:10])=[CH:4][C:3]=1[C:11]1[CH:20]=[CH:19][C:18]2[C:13](=[CH:14][CH:15]=[C:16]([O:21]C)[CH:17]=2)[CH:12]=1.B(Br)(Br)Br, predict the reaction product. The product is: [F:1][C:2]1[CH:7]=[C:6]([OH:8])[C:5]([F:10])=[CH:4][C:3]=1[C:11]1[CH:12]=[C:13]2[C:18](=[CH:19][CH:20]=1)[CH:17]=[C:16]([OH:21])[CH:15]=[CH:14]2. (6) Given the reactants [F:1][C:2]1[CH:3]=[C:4]([C:8]([OH:10])=O)[CH:5]=[N:6][CH:7]=1.ClC1N=C(OC)N=C(OC)N=1.CN1CCOCC1.[F:29][C:30]1([F:47])[O:34][C:33]2[CH:35]=[C:36]([CH3:46])[C:37]([C:39]3[CH:45]=[CH:44][C:42]([NH2:43])=[CH:41][CH:40]=3)=[CH:38][C:32]=2[O:31]1.C([O-])(O)=O.[Na+].CC(=O)OCC, predict the reaction product. The product is: [F:47][C:30]1([F:29])[O:34][C:33]2[CH:35]=[C:36]([CH3:46])[C:37]([C:39]3[CH:40]=[CH:41][C:42]([NH:43][C:8]([C:4]4[CH:5]=[N:6][CH:7]=[C:2]([F:1])[CH:3]=4)=[O:10])=[CH:44][CH:45]=3)=[CH:38][C:32]=2[O:31]1. (7) The product is: [CH2:20]([O:27][C:28]1[CH:37]=[C:36]([N:1]2[CH:5]=[CH:4][CH:3]=[N:2]2)[CH:35]=[CH:34][C:29]=1[C:30]([O:32][CH3:33])=[O:31])[C:21]1[CH:22]=[CH:23][CH:24]=[CH:25][CH:26]=1. Given the reactants [NH:1]1[CH:5]=[CH:4][CH:3]=[N:2]1.N1CCC[C@@H]1C(O)=O.C(=O)([O-])[O-].[K+].[K+].[CH2:20]([O:27][C:28]1[CH:37]=[C:36](I)[CH:35]=[CH:34][C:29]=1[C:30]([O:32][CH3:33])=[O:31])[C:21]1[CH:26]=[CH:25][CH:24]=[CH:23][CH:22]=1, predict the reaction product. (8) Given the reactants [NH2:1][C:2]1[CH:7]=[C:6]([C:8]([CH3:11])([CH3:10])[CH3:9])[CH:5]=[CH:4][C:3]=1[NH:12][C:13](=O)[CH2:14][CH2:15][CH2:16][CH2:17][S:18][CH2:19][C@@H:20]1[C@@H:27]2[C@@H:23]([O:24][C:25]([CH3:29])([CH3:28])[O:26]2)[C@H:22]([N:30]2[CH:38]=[N:37][C:36]3[C:31]2=[N:32][CH:33]=[N:34][C:35]=3[NH2:39])[O:21]1, predict the reaction product. The product is: [C:8]([C:6]1[CH:5]=[CH:4][C:3]2[NH:12][C:13]([CH2:14][CH2:15][CH2:16][CH2:17][S:18][CH2:19][C@@H:20]3[C@H:27]4[O:26][C:25]([CH3:28])([CH3:29])[O:24][C@H:23]4[C@H:22]([N:30]4[CH:38]=[N:37][C:36]5[C:31]4=[N:32][CH:33]=[N:34][C:35]=5[NH2:39])[O:21]3)=[N:1][C:2]=2[CH:7]=1)([CH3:10])([CH3:9])[CH3:11]. (9) Given the reactants [CH3:1][O:2][C:3]1[C:8]2=[CH:9][CH:10]=[C:11]3[C:20]([N:19]=[C:18]4[C:13]([CH:14]=[CH:15][CH:16]=[C:17]4[C:21](O)=[O:22])=[N:12]3)=[C:7]2[CH:6]=[CH:5][CH:4]=1.[CH2:24]([N:26]([CH2:30][CH3:31])[CH2:27][CH2:28][NH2:29])[CH3:25], predict the reaction product. The product is: [CH2:24]([N:26]([CH2:30][CH3:31])[CH2:27][CH2:28][NH:29][C:21]([C:17]1[C:18]2[C:13](=[N:12][C:11]3[C:20]([N:19]=2)=[C:7]2[CH:6]=[CH:5][CH:4]=[C:3]([O:2][CH3:1])[C:8]2=[CH:9][CH:10]=3)[CH:14]=[CH:15][CH:16]=1)=[O:22])[CH3:25]. (10) Given the reactants [NH:1]([C:8](=[O:29])[CH:9]([C:19]1[CH:28]=[CH:27][C:22]([C:23]([O:25]C)=[O:24])=[CH:21][N:20]=1)[C:10]([NH:12][C:13]1[CH:18]=[CH:17][CH:16]=[CH:15][CH:14]=1)=[O:11])[C:2]1[CH:7]=[CH:6][CH:5]=[CH:4][CH:3]=1.[Li+].[OH-], predict the reaction product. The product is: [NH:1]([C:8](=[O:29])[CH:9]([C:19]1[CH:28]=[CH:27][C:22]([C:23]([OH:25])=[O:24])=[CH:21][N:20]=1)[C:10]([NH:12][C:13]1[CH:18]=[CH:17][CH:16]=[CH:15][CH:14]=1)=[O:11])[C:2]1[CH:3]=[CH:4][CH:5]=[CH:6][CH:7]=1.